This data is from Reaction yield outcomes from USPTO patents with 853,638 reactions. The task is: Predict the reaction yield, written as a fraction of the theoretical maximum amount of product (1.0 means a 100% yield; for example, 0.34 means a 34% yield). (1) The reactants are [NH2:1][C:2]1[CH:7]=[CH:6][C:5]([C:8]2[CH:13]=[CH:12][CH:11]=[CH:10][CH:9]=2)=[CH:4][CH:3]=1.C(N(CC)CC)C.[C:21](Cl)(=[O:25])[CH:22]([CH3:24])[CH3:23]. The catalyst is C(Cl)Cl. The product is [C:8]1([C:5]2[CH:4]=[CH:3][C:2]([NH:1][C:21](=[O:25])[CH:22]([CH3:24])[CH3:23])=[CH:7][CH:6]=2)[CH:13]=[CH:12][CH:11]=[CH:10][CH:9]=1. The yield is 0.730. (2) The reactants are Br[C:2]1[CH:3]=[N+:4]([O-:11])[CH:5]=[CH:6][C:7]=1[N+:8]([O-:10])=[O:9].[O:12]1[CH2:15][CH:14]([N:16]2[CH2:21][CH2:20][NH:19][CH2:18][CH2:17]2)[CH2:13]1. The catalyst is CCO. The product is [N+:8]([C:7]1[CH:6]=[CH:5][N+:4]([O-:11])=[CH:3][C:2]=1[N:19]1[CH2:20][CH2:21][N:16]([CH:14]2[CH2:15][O:12][CH2:13]2)[CH2:17][CH2:18]1)([O-:10])=[O:9]. The yield is 0.860. (3) The reactants are F[C:2]1[CH:7]=[C:6]([B:8]2[O:12][C:11]([CH3:14])([CH3:13])[C:10]([CH3:16])([CH3:15])[O:9]2)[CH:5]=[CH:4][N:3]=1.Cl.[F:18][C@H:19]1[CH2:23][CH2:22][NH:21][CH2:20]1.C([O-])([O-])=O.[Na+].[Na+]. The catalyst is CC(O)C. The product is [F:18][C@H:19]1[CH2:23][CH2:22][N:21]([C:2]2[CH:7]=[C:6]([B:8]3[O:12][C:11]([CH3:14])([CH3:13])[C:10]([CH3:16])([CH3:15])[O:9]3)[CH:5]=[CH:4][N:3]=2)[CH2:20]1. The yield is 0.360. (4) The reactants are C(N(CC)CC)C.[CH3:8][S:9](Cl)(=[O:11])=[O:10].[O:13]([CH2:20][C:21]1([CH2:25][OH:26])[CH2:24][CH2:23][CH2:22]1)[C:14]1[CH:19]=[CH:18][CH:17]=[CH:16][CH:15]=1. The catalyst is ClCCl. The product is [CH3:8][S:9]([O:26][CH2:25][C:21]1([CH2:20][O:13][C:14]2[CH:19]=[CH:18][CH:17]=[CH:16][CH:15]=2)[CH2:24][CH2:23][CH2:22]1)(=[O:11])=[O:10]. The yield is 0.950.